Task: Binary Classification. Given a drug SMILES string, predict its activity (active/inactive) in a high-throughput screening assay against a specified biological target.. Dataset: HIV replication inhibition screening data with 41,000+ compounds from the AIDS Antiviral Screen The compound is Cc1ccc(S(=O)(=O)CNC(=S)CCCC(=S)NCS(=O)(=O)c2ccc(C)cc2)cc1. The result is 0 (inactive).